From a dataset of Full USPTO retrosynthesis dataset with 1.9M reactions from patents (1976-2016). Predict the reactants needed to synthesize the given product. (1) Given the product [CH2:21]([C:15]1[C:10]2[N:9]=[CH:8][N:7]([CH:2]3[CH2:3][CH2:4][CH2:5][CH2:6][O:1]3)[C:11]=2[CH:12]=[CH:13][C:14]=1[CH2:16][NH2:19])[CH3:22], predict the reactants needed to synthesize it. The reactants are: [O:1]1[CH2:6][CH2:5][CH2:4][CH2:3][CH:2]1[N:7]1[C:11]2[CH:12]=[CH:13][C:14]([C:16](=[N:19]O)CC)=[CH:15][C:10]=2[N:9]=[CH:8]1.[CH2:21]1COC[CH2:22]1. (2) The reactants are: C([O:3][C:4](=[O:20])[C@@H:5]([O:18][CH3:19])[CH2:6][C:7]1[CH:12]=[CH:11][C:10]([O:13][CH2:14][C:15]([OH:17])=O)=[CH:9][CH:8]=1)C.[CH2:21]([O:23][C:24](=[O:35])[CH2:25][CH2:26][NH:27][CH2:28][C:29]1[CH:34]=[CH:33][CH:32]=[CH:31][CH:30]=1)[CH3:22].C(O[C@@H](CC1C=CC(O[C@@H](C(=O)NCCC2C=CC(OC3C=CC=CC=3)=CC=2)C)=CC=1)C(O)=O)C. Given the product [CH2:28]([N:27]([CH2:26][CH2:25][C:24]([O:23][CH2:21][CH3:22])=[O:35])[C:15]([CH2:14][O:13][C:10]1[CH:9]=[CH:8][C:7]([CH2:6][C@H:5]([O:18][CH3:19])[C:4]([OH:3])=[O:20])=[CH:12][CH:11]=1)=[O:17])[C:29]1[CH:34]=[CH:33][CH:32]=[CH:31][CH:30]=1, predict the reactants needed to synthesize it. (3) Given the product [OH:1][C@@H:2]1[CH2:6][NH:5][C@:4]([CH3:22])([C:14]([NH:15][C:16]2[S:17][CH:18]=[CH:19][N:20]=2)=[O:21])[CH2:3]1, predict the reactants needed to synthesize it. The reactants are: [OH:1][C@@H:2]1[CH2:6][N:5](C(OC(C)(C)C)=O)[C@:4]([CH3:22])([C:14](=[O:21])[NH:15][C:16]2[S:17][CH:18]=[CH:19][N:20]=2)[CH2:3]1.C(O)(C(F)(F)F)=O. (4) Given the product [CH3:1][N:2]1[C:6]([C:7](=[O:21])[NH:8][CH2:9][CH2:10][C:11]2[N:15]([CH3:16])[C:14]3[CH:17]=[CH:18][CH:19]=[CH:20][C:13]=3[N:12]=2)=[C:5]([C:22]([OH:24])=[O:23])[CH:4]=[N:3]1, predict the reactants needed to synthesize it. The reactants are: [CH3:1][N:2]1[C:6]([C:7](=[O:21])[NH:8][CH2:9][CH2:10][C:11]2[N:15]([CH3:16])[C:14]3[CH:17]=[CH:18][CH:19]=[CH:20][C:13]=3[N:12]=2)=[C:5]([C:22]([O:24]CC)=[O:23])[CH:4]=[N:3]1.[Li+].[OH-].Cl.